From a dataset of Reaction yield outcomes from USPTO patents with 853,638 reactions. Predict the reaction yield, written as a fraction of the theoretical maximum amount of product (1.0 means a 100% yield; for example, 0.34 means a 34% yield). (1) The reactants are [C:1]([O:5][C:6](=[O:26])[NH:7][CH2:8][CH2:9][NH:10][CH:11]1[CH:15]([OH:16])[CH2:14][N:13]([C:17](=[O:25])[C:18]2[CH:23]=[CH:22][C:21]([Cl:24])=[CH:20][CH:19]=2)[CH2:12]1)([CH3:4])([CH3:3])[CH3:2].N1C=CN=C1.[CH3:32][C:33]([Si:36](Cl)([CH3:38])[CH3:37])([CH3:35])[CH3:34].CCOC(C)=O. The catalyst is CN(C=O)C. The product is [C:1]([O:5][C:6](=[O:26])[NH:7][CH2:8][CH2:9][NH:10][CH:11]1[CH:15]([O:16][Si:36]([C:33]([CH3:35])([CH3:34])[CH3:32])([CH3:38])[CH3:37])[CH2:14][N:13]([C:17](=[O:25])[C:18]2[CH:19]=[CH:20][C:21]([Cl:24])=[CH:22][CH:23]=2)[CH2:12]1)([CH3:4])([CH3:2])[CH3:3]. The yield is 0.400. (2) The reactants are [C:1]1([CH:8]=[CH:7][CH:6]=[C:4]([OH:5])[CH:3]=1)[OH:2].[Cl:9][CH2:10][CH2:11][C:12](O)=[O:13].FC(F)(F)S(O)(=O)=O.ClCCl. The catalyst is O. The product is [Cl:9][CH2:10][CH2:11][C:12]([C:6]1[CH:7]=[CH:8][C:1]([OH:2])=[CH:3][C:4]=1[OH:5])=[O:13]. The yield is 0.748. (3) The reactants are [NH2:1][C:2]1[N:10]=[C:9]2[C:5]([N:6]=[CH:7][N:8]2[C@H:11]2[CH2:15][O:14][C@@H:13]([CH2:16][O:17]C(=O)C3C=CC=CC=3)[O:12]2)=[C:4]([NH:26][CH:27]2[CH2:29][CH2:28]2)[N:3]=1. The catalyst is N.CO. The product is [NH2:1][C:2]1[N:10]=[C:9]2[C:5]([N:6]=[CH:7][N:8]2[C@H:11]2[CH2:15][O:14][C@@H:13]([CH2:16][OH:17])[O:12]2)=[C:4]([NH:26][CH:27]2[CH2:28][CH2:29]2)[N:3]=1. The yield is 0.410. (4) The product is [OH:25][CH2:2][CH2:1][C:3]1[CH:4]=[C:5]2[C:10](=[CH:11][CH:12]=1)[O:9][CH2:8][CH2:7][CH2:6]2. The yield is 0.240. The reactants are [CH:1]([C:3]1[CH:4]=[C:5]2[C:10](=[CH:11][CH:12]=1)[O:9][CH2:8][CH2:7][CH2:6]2)=[CH2:2].B1C2CCCC1CCC2.C1C[O:25]CC1. No catalyst specified.